Dataset: Full USPTO retrosynthesis dataset with 1.9M reactions from patents (1976-2016). Task: Predict the reactants needed to synthesize the given product. (1) Given the product [Br:1][C:2]1[C:11]([C@H:12]([O:16][C:17]([CH3:18])([CH3:19])[CH3:20])[C:13]([O:15][CH2:30][CH3:31])=[O:14])=[C:10]([CH3:21])[CH:9]=[C:8]2[C:3]=1[CH:4]=[CH:5][C:6]([CH3:22])=[N:7]2, predict the reactants needed to synthesize it. The reactants are: [Br:1][C:2]1[C:11]([C@H:12]([O:16][C:17]([CH3:20])([CH3:19])[CH3:18])[C:13]([OH:15])=[O:14])=[C:10]([CH3:21])[CH:9]=[C:8]2[C:3]=1[CH:4]=[CH:5][C:6]([CH3:22])=[N:7]2.C([O-])([O-])=O.[Cs+].[Cs+].I[CH2:30][CH3:31]. (2) Given the product [CH3:7][N:8]1[C:21]2[CH:20]=[CH:3][C:2]([CH:5]=[CH:47][C:44]3[CH:43]=[CH:42][C:41]([C:38]4[CH:37]=[CH:36][C:35]([CH:34]=[CH:22][C:18]5[CH:19]=[CH:20][C:21]6[N:8]([CH3:7])[C:9]7[C:14]([S:15](=[O:25])(=[O:24])[C:16]=6[CH:17]=5)=[CH:13][CH:12]=[CH:11][CH:10]=7)=[CH:40][CH:39]=4)=[CH:46][CH:45]=3)=[CH:1][C:16]=2[S:15](=[O:25])(=[O:24])[C:14]2[C:9]1=[CH:10][CH:11]=[CH:12][CH:13]=2, predict the reactants needed to synthesize it. The reactants are: [CH3:1][C:2]([CH3:5])([O-])[CH3:3].[K+].[CH3:7][N:8]1[C:21]2[CH:20]=[CH:19][C:18]([CH:22]=O)=[CH:17][C:16]=2[S:15](=[O:25])(=[O:24])[C:14]2[C:9]1=[CH:10][CH:11]=[CH:12][CH:13]=2.C(OP([CH2:34][C:35]1[CH:40]=[CH:39][C:38]([C:41]2[CH:46]=[CH:45][C:44]([CH2:47]P(OCC)(OCC)=O)=[CH:43][CH:42]=2)=[CH:37][CH:36]=1)(=O)OCC)C. (3) Given the product [Br:11][C:12]1[CH:18]=[CH:17][C:15]([NH:16][CH:1]=[O:3])=[CH:14][CH:13]=1, predict the reactants needed to synthesize it. The reactants are: [CH:1]([OH:3])=O.C(OC(=O)C)(=O)C.[Br:11][C:12]1[CH:18]=[CH:17][C:15]([NH2:16])=[CH:14][CH:13]=1. (4) Given the product [C:1]([C:4]1[N:9]=[C:8]([NH:10][C:11](=[O:17])[O:12][C:13]([CH3:15])([CH3:14])[CH3:16])[CH:7]=[CH:6][CH:5]=1)#[N:2], predict the reactants needed to synthesize it. The reactants are: [C:1]([C:4]1[N:9]=[C:8]([NH:10][C:11](=[O:17])[O:12][C:13]([CH3:16])([CH3:15])[CH3:14])[CH:7]=[CH:6][CH:5]=1)(=O)[NH2:2].C(N(CC)CC)C.FC(F)(F)C(OC(=O)C(F)(F)F)=O. (5) Given the product [CH3:28][O:27][C:25]1[CH:24]=[CH:23][CH:22]=[C:21]2[C:26]=1[C:18]([C@H:11]([C:12]1[CH:13]=[CH:14][CH:15]=[CH:16][CH:17]=1)[CH:5]([C:4]([OH:29])=[O:3])[C:6]([OH:8])=[O:7])=[CH:19][NH:20]2, predict the reactants needed to synthesize it. The reactants are: C([O:3][C:4](=[O:29])[CH:5]([C@H:11]([C:18]1[C:26]2[C:21](=[CH:22][CH:23]=[CH:24][C:25]=2[O:27][CH3:28])[NH:20][CH:19]=1)[C:12]1[CH:17]=[CH:16][CH:15]=[CH:14][CH:13]=1)[C:6]([O:8]CC)=[O:7])C.C1COCC1. (6) Given the product [C:43]1([O:47][C:46](=[O:91])[NH2:48])[CH:42]=[CH:82][CH:81]=[CH:45][CH:44]=1.[C:83]1([N:89]([C:79]2[CH:80]=[CH:81][CH:82]=[CH:19][CH:18]=2)[C:90](=[O:1])[O-:91])[CH:88]=[CH:87][CH:86]=[CH:85][CH:84]=1, predict the reactants needed to synthesize it. The reactants are: [O-:1]P(OP(OP(OP([O-])([O-])=O)([O-])=O)([O-])=O)(=O)[O-].[CH2:18]1[C:18]([C:19](N)=O)=C[N:48]([CH:46]2[O:47][CH:43]([CH2:42]OP(OP(O[CH2:42][CH:43]3[O:47][CH:46]([N:48]4C5N=CN=C(N)C=5N=C4)[CH:45](OP([O-])([O-])=O)[CH:44]3O)([O-])=O)([O-])=O)[CH:44](O)[CH:45]2O)C=[CH:19]1.[Na+].[Na+].[Na+].[Na+].[CH2:79](N([CH2:79][CH2:80][CH2:81][CH3:82])[CH2:79][CH2:80][CH2:81][CH3:82])[CH2:80][CH2:81][CH3:82].[C:83]1([N:89]=[C:90]=[O:91])[CH:88]=[CH:87][CH:86]=[CH:85][CH:84]=1. (7) Given the product [CH3:1][C:2]1[CH:3]=[CH:4][C:5]([S:8]([O:11][CH2:12][CH:13]2[CH2:17][C:16]3[CH:18]=[C:19]([Cl:30])[CH:20]=[C:21]([C:33]4[CH:34]=[CH:35][S:31][CH:32]=4)[C:15]=3[O:14]2)(=[O:10])=[O:9])=[CH:6][CH:7]=1, predict the reactants needed to synthesize it. The reactants are: [CH3:1][C:2]1[CH:7]=[CH:6][C:5]([S:8]([O:11][CH2:12][CH:13]2[CH2:17][C:16]3[CH:18]=[C:19]([Cl:30])[CH:20]=[C:21](OS(C(F)(F)F)(=O)=O)[C:15]=3[O:14]2)(=[O:10])=[O:9])=[CH:4][CH:3]=1.[S:31]1[CH:35]=[CH:34][C:33](B(O)O)=[CH:32]1.C(=O)([O-])[O-].[K+].[K+].C(C1C=CC=CC=1B1OC(C)(C)C(C)(C)O1)(C)C.